Dataset: Forward reaction prediction with 1.9M reactions from USPTO patents (1976-2016). Task: Predict the product of the given reaction. (1) Given the reactants [C:1]1([S:7]([NH:10][C@@H:11]([CH2:15][C:16]2[CH:21]=[CH:20][C:19]([N:22]3[CH2:26][C:25](=[O:27])[NH:24][S:23]3(=[O:29])=[O:28])=[C:18]([O:30][CH2:31][C:32]3[CH:37]=[CH:36][CH:35]=[CH:34][CH:33]=3)[CH:17]=2)[C:12]([OH:14])=O)(=[O:9])=[O:8])[CH:6]=[CH:5][CH:4]=[CH:3][CH:2]=1.C(N(C(C)C)CC)(C)C.CN(C(ON1N=NC2C=CC=NC1=2)=[N+](C)C)C.F[P-](F)(F)(F)(F)F.[NH2:71][C:72]1[CH:77]=[CH:76][CH:75]=[CH:74][C:73]=1[NH2:78], predict the reaction product. The product is: [NH2:71][C:72]1[CH:77]=[CH:76][CH:75]=[CH:74][C:73]=1[NH:78][C:12](=[O:14])[C@@H:11]([NH:10][S:7]([C:1]1[CH:2]=[CH:3][CH:4]=[CH:5][CH:6]=1)(=[O:8])=[O:9])[CH2:15][C:16]1[CH:21]=[CH:20][C:19]([N:22]2[CH2:26][C:25](=[O:27])[NH:24][S:23]2(=[O:28])=[O:29])=[C:18]([O:30][CH2:31][C:32]2[CH:37]=[CH:36][CH:35]=[CH:34][CH:33]=2)[CH:17]=1. (2) Given the reactants [NH2:1][C:2]1[CH:3]=[C:4]([S:8]([NH2:11])(=[O:10])=[O:9])[CH:5]=[CH:6][CH:7]=1.NC1C=CC=CC=1S(N)(=O)=O.Cl.[CH3:24][N:25]([CH2:27][C:28](Cl)=[O:29])[CH3:26].C(=O)(O)[O-].[Na+], predict the reaction product. The product is: [CH3:24][N:25]([CH3:26])[CH2:27][C:28]([NH:1][C:2]1[CH:7]=[CH:6][CH:5]=[C:4]([S:8](=[O:9])(=[O:10])[NH2:11])[CH:3]=1)=[O:29]. (3) Given the reactants [Cl:1][C:2]1[CH:7]=[CH:6][C:5]([NH:8][C:9](=[O:11])[CH3:10])=[C:4]([F:12])[C:3]=1[CH:13]=[O:14].[BH4-].[Na+], predict the reaction product. The product is: [Cl:1][C:2]1[CH:7]=[CH:6][C:5]([NH:8][C:9](=[O:11])[CH3:10])=[C:4]([F:12])[C:3]=1[CH2:13][OH:14].